Dataset: Catalyst prediction with 721,799 reactions and 888 catalyst types from USPTO. Task: Predict which catalyst facilitates the given reaction. (1) Reactant: [Br:1]Br.[NH2:3][C:4]1[CH:11]=[CH:10][C:7]([C:8]#[N:9])=[CH:6][N:5]=1. Product: [NH2:3][C:4]1[C:11]([Br:1])=[CH:10][C:7]([C:8]#[N:9])=[CH:6][N:5]=1. The catalyst class is: 52. (2) Product: [Cl:21][C:17]1[CH:18]=[C:19]2[NH:20][C:12]([C:10]3[CH:9]=[CH:8][N:7]=[C:6]([NH:5][C:3](=[O:4])[CH2:2][N:29]4[CH2:34][CH2:33][NH:32][CH2:31][CH2:30]4)[CH:11]=3)=[C:13]([C:22]3[CH:27]=[CH:26][C:25]([F:28])=[CH:24][N:23]=3)[C:14]2=[N:15][CH:16]=1. Reactant: Cl[CH2:2][C:3]([NH:5][C:6]1[CH:11]=[C:10]([C:12]2[NH:20][C:19]3[C:14](=[N:15][CH:16]=[C:17]([Cl:21])[CH:18]=3)[C:13]=2[C:22]2[CH:27]=[CH:26][C:25]([F:28])=[CH:24][N:23]=2)[CH:9]=[CH:8][N:7]=1)=[O:4].[N:29]1(C(OC(C)(C)C)=O)[CH2:34][CH2:33][NH:32][CH2:31][CH2:30]1.C(O)(C(F)(F)F)=O. The catalyst class is: 192. (3) Reactant: [Cl:1][C:2]1[CH:7]=[CH:6][N:5]=[C:4]([C:8]([NH:10][C:11]2[CH:16]=[CH:15][CH:14]=[C:13]([C:17]([NH:19][NH2:20])=O)[N:12]=2)=[O:9])[CH:3]=1.[CH:21]1([NH2:24])[CH2:23][CH2:22]1.[C:25](O)(=O)C. Product: [Cl:1][C:2]1[CH:7]=[CH:6][N:5]=[C:4]([C:8]([NH:10][C:11]2[CH:16]=[CH:15][CH:14]=[C:13]([C:17]3[N:24]([CH:21]4[CH2:23][CH2:22]4)[CH:25]=[N:20][N:19]=3)[N:12]=2)=[O:9])[CH:3]=1. The catalyst class is: 11. (4) Reactant: [CH:1]1([CH2:4][O:5][C:6]2[CH:14]=[CH:13][C:9]3[O:10][CH2:11][O:12][C:8]=3[C:7]=2[C:15]2[C:16]3[NH:23][C:22]([CH3:24])=[C:21]([C:25]([OH:27])=O)[C:17]=3[N:18]=[CH:19][N:20]=2)[CH2:3][CH2:2]1.CCN(C(C)C)C(C)C.[NH2:37][C@@H:38]([C:49]([N:51]1[CH2:56][CH2:55][CH:54]([N:57]2[N:66]=[C:65]([C:67]3[CH:72]=[CH:71][C:70]([O:73][CH3:74])=[C:69]([O:75][CH3:76])[CH:68]=3)[C@@H:64]3[C@@H:59]([CH2:60][CH2:61][CH2:62][CH2:63]3)[C:58]2=[O:77])[CH2:53][CH2:52]1)=[O:50])[CH2:39][C:40]1[CH:48]=[CH:47][C:43]([C:44]([NH2:46])=[O:45])=[CH:42][CH:41]=1.CCOC(C(C#N)=NOC(N1CCOCC1)=[N+](C)C)=O.F[P-](F)(F)(F)(F)F.C(=O)(O)[O-].[Na+]. Product: [C:44]([C:43]1[CH:42]=[CH:41][C:40]([CH2:39][C@@H:38]([NH:37][C:25]([C:21]2[C:17]3[N:18]=[CH:19][N:20]=[C:15]([C:7]4[C:8]5[O:12][CH2:11][O:10][C:9]=5[CH:13]=[CH:14][C:6]=4[O:5][CH2:4][CH:1]4[CH2:2][CH2:3]4)[C:16]=3[NH:23][C:22]=2[CH3:24])=[O:27])[C:49]([N:51]2[CH2:56][CH2:55][CH:54]([N:57]3[N:66]=[C:65]([C:67]4[CH:72]=[CH:71][C:70]([O:73][CH3:74])=[C:69]([O:75][CH3:76])[CH:68]=4)[C@@H:64]4[C@@H:59]([CH2:60][CH2:61][CH2:62][CH2:63]4)[C:58]3=[O:77])[CH2:53][CH2:52]2)=[O:50])=[CH:48][CH:47]=1)(=[O:45])[NH2:46]. The catalyst class is: 2. (5) Reactant: [N+:1]([CH:4]1[C:8]([C:9]2[CH:14]=[CH:13][CH:12]=[CH:11][CH:10]=2)=[CH:7][CH2:6][CH2:5]1)([O-])=O. Product: [C:9]1([C@H:8]2[CH2:7][CH2:6][CH2:5][C@H:4]2[NH2:1])[CH:14]=[CH:13][CH:12]=[CH:11][CH:10]=1. The catalyst class is: 29. (6) Product: [NH2:4][C:5]1[N:9]([CH2:10][C:11]([O-:13])=[O:12])[N:8]=[C:7]([C:16]2[CH:21]=[CH:20][CH:19]=[CH:18][CH:17]=2)[C:6]=1[C:22]#[C:23][C:24]1[CH:29]=[CH:28][CH:27]=[CH:26][CH:25]=1.[Na+:31]. Reactant: C([NH:4][C:5]1[N:9]([CH2:10][C:11]([O:13]CC)=[O:12])[N:8]=[C:7]([C:16]2[CH:21]=[CH:20][CH:19]=[CH:18][CH:17]=2)[C:6]=1[C:22]#[C:23][C:24]1[CH:29]=[CH:28][CH:27]=[CH:26][CH:25]=1)(=O)C.[OH-].[Na+:31]. The catalyst class is: 8. (7) Reactant: [NH2:1][C:2]1[C:12]2[CH2:11][CH2:10][N:9]([C:13]([O:15][C:16]([CH3:19])([CH3:18])[CH3:17])=[O:14])[CH2:8][CH2:7][C:6]=2[CH:5]=[CH:4][C:3]=1[OH:20].[C:21](OC)(OC)(OC)[CH3:22].C1(C)C=CC(S([O-])(=O)=O)=CC=1.[NH+]1C=CC=CC=1. Product: [CH3:21][C:22]1[O:20][C:3]2[CH:4]=[CH:5][C:6]3[CH2:7][CH2:8][N:9]([C:13]([O:15][C:16]([CH3:17])([CH3:19])[CH3:18])=[O:14])[CH2:10][CH2:11][C:12]=3[C:2]=2[N:1]=1. The catalyst class is: 3. (8) Product: [N+:1]([C:4]1[CH:5]=[C:6]2[C:10](=[CH:11][CH:12]=1)[CH2:9][N:8]([C:30]([O:29][CH2:22][C:23]1[CH:28]=[CH:27][CH:26]=[CH:25][CH:24]=1)=[O:31])[CH2:7]2)([O-:3])=[O:2]. The catalyst class is: 2. Reactant: [N+:1]([C:4]1[CH:5]=[C:6]2[C:10](=[CH:11][CH:12]=1)[CH2:9][NH:8][CH2:7]2)([O-:3])=[O:2].C(N(C(C)C)CC)(C)C.[CH2:22]([O:29][C:30](Cl)=[O:31])[C:23]1[CH:28]=[CH:27][CH:26]=[CH:25][CH:24]=1.